The task is: Predict which catalyst facilitates the given reaction.. This data is from Catalyst prediction with 721,799 reactions and 888 catalyst types from USPTO. (1) Reactant: Cl[C:2]1[N:7]=[C:6]([NH:8][CH3:9])[C:5]([C:10]([F:13])([F:12])[F:11])=[CH:4][N:3]=1.[Br:14][C:15]1[CH:21]=[CH:20][C:18]([NH2:19])=[C:17]([O:22][CH3:23])[CH:16]=1.C1(C)C=CC(S(O)(=O)=O)=CC=1. Product: [Br:14][C:15]1[CH:21]=[CH:20][C:18]([NH:19][C:2]2[N:7]=[C:6]([NH:8][CH3:9])[C:5]([C:10]([F:13])([F:12])[F:11])=[CH:4][N:3]=2)=[C:17]([O:22][CH3:23])[CH:16]=1. The catalyst class is: 12. (2) Product: [Cl:1][C:2]1[N:3]=[C:4]([N:18]2[CH2:23][CH2:22][O:21][CH2:20][CH2:19]2)[C:5]2[S:10][C:9]([C:11]3[CH:12]=[CH:13][C:14]([NH:15][CH2:25][CH2:26][O:27][CH2:28][CH2:29][OH:30])=[CH:16][CH:17]=3)=[CH:8][C:6]=2[N:7]=1. The catalyst class is: 245. Reactant: [Cl:1][C:2]1[N:3]=[C:4]([N:18]2[CH2:23][CH2:22][O:21][CH2:20][CH2:19]2)[C:5]2[S:10][C:9]([C:11]3[CH:17]=[CH:16][C:14]([NH2:15])=[CH:13][CH:12]=3)=[CH:8][C:6]=2[N:7]=1.Cl[CH2:25][CH2:26][O:27][CH2:28][CH2:29][OH:30].C(=O)([O-])[O-].[K+].[K+].[I-].[K+]. (3) Reactant: [NH2:1][CH2:2][C:3]([F:10])([F:9])[C:4]([O:6][CH2:7][CH3:8])=[O:5].[C:11]1(=O)[CH2:15][CH2:14][CH2:13][CH2:12]1.CC([O-])=O.[Na+].C(O[BH-](OC(=O)C)OC(=O)C)(=O)C.[Na+].C([O-])(O)=O.[Na+]. Product: [CH:11]1([NH:1][CH2:2][C:3]([F:10])([F:9])[C:4]([O:6][CH2:7][CH3:8])=[O:5])[CH2:15][CH2:14][CH2:13][CH2:12]1. The catalyst class is: 674. (4) Reactant: [F:1][C:2]1[CH:3]=[C:4]([C:10]2[CH:15]=[CH:14][C:13]([S:16][CH:17]([CH2:22][CH2:23][N:24]3[C:29](=[O:30])[C:28]4[CH:31]=[C:32]([O:35][CH3:36])[CH:33]=[CH:34][C:27]=4[N:26]=[N:25]3)[C:18]([O:20]C)=[O:19])=[CH:12][CH:11]=2)[CH:5]=[CH:6][C:7]=1[O:8][CH3:9].[OH-].[Li+].S(=O)(O)[O-].[Na+]. Product: [F:1][C:2]1[CH:3]=[C:4]([C:10]2[CH:11]=[CH:12][C:13]([S:16][CH:17]([CH2:22][CH2:23][N:24]3[C:29](=[O:30])[C:28]4[CH:31]=[C:32]([O:35][CH3:36])[CH:33]=[CH:34][C:27]=4[N:26]=[N:25]3)[C:18]([OH:20])=[O:19])=[CH:14][CH:15]=2)[CH:5]=[CH:6][C:7]=1[O:8][CH3:9]. The catalyst class is: 193. (5) Reactant: [CH2:1]([C:3]1[CH:4]=[C:5]2[C:9](=[CH:10][CH:11]=1)[NH:8][CH2:7][CH2:6]2)[CH3:2].[N+:12]([O-])([O-:14])=[O:13].[K+].[OH-].[Na+]. Product: [CH2:1]([C:3]1[CH:4]=[C:5]2[C:9](=[CH:10][C:11]=1[N+:12]([O-:14])=[O:13])[NH:8][CH2:7][CH2:6]2)[CH3:2]. The catalyst class is: 82. (6) Reactant: [CH:1]([Si:4]([CH:38]([CH3:40])[CH3:39])([CH:35]([CH3:37])[CH3:36])[O:5][CH2:6][CH2:7][CH2:8][N:9]1[CH2:13][CH2:12][CH2:11][C@H:10]1[C:14]1[N:18]2[CH:19]=[C:20]([O:23][C@H:24]3[C:33]4[C:28](=[CH:29][CH:30]=[CH:31][CH:32]=4)[C@@H:27]([NH2:34])[CH2:26][CH2:25]3)[CH:21]=[CH:22][C:17]2=[N:16][N:15]=1)([CH3:3])[CH3:2].CCN(C(C)C)C(C)C.ClC(Cl)(Cl)C[O:53][C:54](=O)[NH:55][C:56]1[N:57]([C:65]2[CH:70]=[CH:69][C:68]([CH3:71])=[CH:67][CH:66]=2)[N:58]=[C:59]([C:61]([CH3:64])([CH3:63])[CH3:62])[CH:60]=1. Product: [C:61]([C:59]1[CH:60]=[C:56]([NH:55][C:54]([NH:34][C@@H:27]2[C:28]3[C:33](=[CH:32][CH:31]=[CH:30][CH:29]=3)[C@H:24]([O:23][C:20]3[CH:21]=[CH:22][C:17]4[N:18]([C:14]([C@@H:10]5[CH2:11][CH2:12][CH2:13][N:9]5[CH2:8][CH2:7][CH2:6][O:5][Si:4]([CH:1]([CH3:3])[CH3:2])([CH:35]([CH3:37])[CH3:36])[CH:38]([CH3:40])[CH3:39])=[N:15][N:16]=4)[CH:19]=3)[CH2:25][CH2:26]2)=[O:53])[N:57]([C:65]2[CH:70]=[CH:69][C:68]([CH3:71])=[CH:67][CH:66]=2)[N:58]=1)([CH3:64])([CH3:62])[CH3:63]. The catalyst class is: 12. (7) Reactant: C([O:8][C:9]1[CH:17]=[C:16]2[C:12]([C:13]([C:18]3[N:26]([S:27]([C:30]4[CH:35]=[CH:34][C:33]([CH3:36])=[CH:32][CH:31]=4)(=[O:29])=[O:28])[C:21]4=[N:22][CH:23]=[CH:24][CH:25]=[C:20]4[CH:19]=3)=[CH:14][NH:15]2)=[CH:11][C:10]=1[O:37][CH3:38])C1C=CC=CC=1.C[Si](I)(C)C. Product: [CH3:38][O:37][C:10]1[CH:11]=[C:12]2[C:16](=[CH:17][C:9]=1[OH:8])[NH:15][CH:14]=[C:13]2[C:18]1[N:26]([S:27]([C:30]2[CH:35]=[CH:34][C:33]([CH3:36])=[CH:32][CH:31]=2)(=[O:29])=[O:28])[C:21]2=[N:22][CH:23]=[CH:24][CH:25]=[C:20]2[CH:19]=1. The catalyst class is: 10. (8) Reactant: [F:1][C:2]1[CH:3]=[C:4]([NH2:19])[C:5]([NH2:18])=[CH:6][C:7]=1[O:8][CH2:9][CH2:10][CH2:11][N:12]1[CH2:17][CH2:16][CH2:15][CH2:14][CH2:13]1.[N+:20]([C:23]1[C:24]([CH:34]=O)=[N:25][N:26]([CH:28]2[CH2:33][CH2:32][CH2:31][CH2:30][O:29]2)[CH:27]=1)([O-:22])=[O:21]. Product: [F:1][C:2]1[C:7]([O:8][CH2:9][CH2:10][CH2:11][N:12]2[CH2:17][CH2:16][CH2:15][CH2:14][CH2:13]2)=[CH:6][C:5]2[NH:18][C:34]([C:24]3[C:23]([N+:20]([O-:22])=[O:21])=[CH:27][N:26]([CH:28]4[CH2:33][CH2:32][CH2:31][CH2:30][O:29]4)[N:25]=3)=[N:19][C:4]=2[CH:3]=1. The catalyst class is: 5. (9) Reactant: [NH2:1][CH2:2][C:3]1[CH:8]=[CH:7][C:6]([C:9]2[CH:14]=[CH:13][N:12]=[C:11]3[NH:15][C:16]([C:18]4[N:23]=[CH:22][C:21]([N:24]([CH3:26])[CH3:25])=[CH:20][CH:19]=4)=[N:17][C:10]=23)=[CH:5][C:4]=1[F:27].[Na].[C:29]([C:33]1[O:37][N:36]=[C:35]([C:38](O)=[O:39])[N:34]=1)([CH3:32])([CH3:31])[CH3:30].C1CN([P+](Br)(N2CCCC2)N2CCCC2)CC1.F[P-](F)(F)(F)(F)F.CN(C=O)C.CCN(C(C)C)C(C)C. Product: [CH3:26][N:24]([CH3:25])[C:21]1[CH:20]=[CH:19][C:18]([C:16]2[NH:15][C:11]3=[N:12][CH:13]=[CH:14][C:9]([C:6]4[CH:7]=[CH:8][C:3]([CH2:2][NH:1][C:38]([C:35]5[N:34]=[C:33]([C:29]([CH3:32])([CH3:31])[CH3:30])[O:37][N:36]=5)=[O:39])=[C:4]([F:27])[CH:5]=4)=[C:10]3[N:17]=2)=[N:23][CH:22]=1. The catalyst class is: 144. (10) Reactant: C[O:2][C:3](=[O:21])[C:4]1[CH:9]=[CH:8][C:7]([C:10]([F:13])([F:12])[F:11])=[CH:6][C:5]=1[O:14][CH2:15][C:16]([O:18]CC)=[O:17].[OH-].[Na+].Cl. Product: [C:16]([CH2:15][O:14][C:5]1[CH:6]=[C:7]([C:10]([F:11])([F:13])[F:12])[CH:8]=[CH:9][C:4]=1[C:3]([OH:21])=[O:2])([OH:18])=[O:17]. The catalyst class is: 5.